From a dataset of CYP2C9 inhibition data for predicting drug metabolism from PubChem BioAssay. Regression/Classification. Given a drug SMILES string, predict its absorption, distribution, metabolism, or excretion properties. Task type varies by dataset: regression for continuous measurements (e.g., permeability, clearance, half-life) or binary classification for categorical outcomes (e.g., BBB penetration, CYP inhibition). Dataset: cyp2c9_veith. (1) The drug is COC(=O)c1ccc(C(NC(=O)c2ccco2)[C@]2(C)C[C@H]2C2CCCCC2)cc1. The result is 1 (inhibitor). (2) The compound is Cc1cc(CSc2ccccc2)ccc1NC(=O)COc1ccccc1. The result is 0 (non-inhibitor). (3) The molecule is O=C(NCC12CC3CC(CC(C3)C1)C2)c1cc2n(n1)C(C(F)(F)F)CC(c1ccco1)N2. The result is 1 (inhibitor). (4) The drug is NCCC[C@@](N)(C(=O)O)C(F)F. The result is 0 (non-inhibitor).